This data is from Forward reaction prediction with 1.9M reactions from USPTO patents (1976-2016). The task is: Predict the product of the given reaction. Given the reactants [CH3:1][CH:2]([CH3:6])[CH2:3][CH2:4]Br.[CH3:7][C:8]([CH:10]1[CH2:15][C:14]([CH3:17])([CH3:16])[CH2:13][CH2:12][CH2:11]1)=[O:9], predict the reaction product. The product is: [CH3:16][C:14]1([CH3:17])[CH2:13][CH2:12][CH2:11][CH:10]([C:8]([OH:9])([CH2:4][CH2:3][CH:2]([CH3:6])[CH3:1])[CH3:7])[CH2:15]1.